From a dataset of Forward reaction prediction with 1.9M reactions from USPTO patents (1976-2016). Predict the product of the given reaction. The product is: [CH2:16]([C:13]1[CH:12]=[CH:11][C:10]([CH2:9][C:5]2[CH:4]=[CH:3][C:2]([NH:1][C:26](=[O:27])[O:25][CH2:18][C:19]3[CH:24]=[CH:23][CH:22]=[CH:21][CH:20]=3)=[CH:7][C:6]=2[OH:8])=[CH:15][CH:14]=1)[CH3:17]. Given the reactants [NH2:1][C:2]1[CH:3]=[CH:4][C:5]([CH2:9][C:10]2[CH:15]=[CH:14][C:13]([CH2:16][CH3:17])=[CH:12][CH:11]=2)=[C:6]([OH:8])[CH:7]=1.[CH2:18]([O:25][C:26](ON1C(=O)CCC1=O)=[O:27])[C:19]1[CH:24]=[CH:23][CH:22]=[CH:21][CH:20]=1, predict the reaction product.